Dataset: Catalyst prediction with 721,799 reactions and 888 catalyst types from USPTO. Task: Predict which catalyst facilitates the given reaction. (1) Reactant: [F:1][CH:2]([F:33])[C:3]1[N:7]([C:8]2[N:13]=[C:12]([N:14]3[CH2:19][CH2:18][O:17][CH2:16][CH2:15]3)[N:11]=[C:10]([N:20]3[CH2:25][CH2:24][CH:23]([NH2:26])[CH2:22][CH2:21]3)[N:9]=2)[C:6]2[CH:27]=[CH:28][CH:29]=[C:30]([O:31][CH3:32])[C:5]=2[N:4]=1.[CH3:34][S:35](Cl)(=[O:37])=[O:36].C([O-])([O-])=O.[K+].[K+]. Product: [F:33][CH:2]([F:1])[C:3]1[N:7]([C:8]2[N:13]=[C:12]([N:14]3[CH2:19][CH2:18][O:17][CH2:16][CH2:15]3)[N:11]=[C:10]([N:20]3[CH2:25][CH2:24][CH:23]([NH:26][S:35]([CH3:34])(=[O:37])=[O:36])[CH2:22][CH2:21]3)[N:9]=2)[C:6]2[CH:27]=[CH:28][CH:29]=[C:30]([O:31][CH3:32])[C:5]=2[N:4]=1. The catalyst class is: 2. (2) Reactant: C[O:2][C:3]([C:5]1([CH3:28])[CH2:8][N:7]([CH2:9][C:10]2[CH:15]=[CH:14][CH:13]=[C:12]([NH:16][C@@H:17]([C:20]3[CH:25]=[CH:24][C:23]([Cl:26])=[C:22]([CH3:27])[CH:21]=3)[CH2:18][CH3:19])[CH:11]=2)[CH2:6]1)=[O:4].[Li+].[OH-].Cl. Product: [Cl:26][C:23]1[CH:24]=[CH:25][C:20]([C@H:17]([NH:16][C:12]2[CH:11]=[C:10]([CH:15]=[CH:14][CH:13]=2)[CH2:9][N:7]2[CH2:6][C:5]([CH3:28])([C:3]([OH:4])=[O:2])[CH2:8]2)[CH2:18][CH3:19])=[CH:21][C:22]=1[CH3:27]. The catalyst class is: 1. (3) Reactant: [CH2:1](N(CC)CC)C.[CH3:8][O:9][C:10]1[N:11]=[CH:12][C:13]2[CH:19]=[C:18]([C:20]([OH:22])=O)[C:17](=[O:23])[NH:16][C:14]=2[N:15]=1.CN(C(ON1N=NC2C=CC=NC1=2)=[N+](C)C)C.F[P-](F)(F)(F)(F)F.[NH2:48][C:49]1[CH:50]=[C:51]([CH:56]=[CH:57][C:58]=1Cl)[C:52]([O:54][CH3:55])=[O:53].C(=O)(O)[O-].[Na+]. Product: [CH3:55][O:54][C:52](=[O:53])[C:51]1[CH:56]=[CH:57][C:58]([CH3:1])=[C:49]([NH:48][C:20]([C:18]2[C:17](=[O:23])[NH:16][C:14]3[N:15]=[C:10]([O:9][CH3:8])[N:11]=[CH:12][C:13]=3[CH:19]=2)=[O:22])[CH:50]=1. The catalyst class is: 248. (4) Reactant: [NH2:1][OH:2].O.[CH3:4][C:5]1[S:9][C:8]([S:10](Cl)(=[O:12])=[O:11])=[CH:7][CH:6]=1.S(Cl)(Cl)(=O)=O. Product: [OH:2][NH:1][S:10]([C:8]1[S:9][C:5]([CH3:4])=[CH:6][CH:7]=1)(=[O:12])=[O:11]. The catalyst class is: 76. (5) Reactant: Cl.[Cl:2][C:3]1[CH:4]=[C:5]([O:10][CH:11]2[CH2:16][NH:15][CH2:14][C:13]3[O:17][CH:18]=[CH:19][C:12]2=3)[CH:6]=[CH:7][C:8]=1[Cl:9].I[CH2:21][CH2:22][OH:23].C(OCC)(=O)C.C(OC(=O)C)C.Cl. Product: [ClH:2].[Cl:2][C:3]1[CH:4]=[C:5]([O:10][CH:11]2[CH2:16][N:15]([CH2:21][CH2:22][OH:23])[CH2:14][C:13]3[O:17][CH:18]=[CH:19][C:12]2=3)[CH:6]=[CH:7][C:8]=1[Cl:9]. The catalyst class is: 8. (6) Reactant: [NH2:1][C:2]1[N:7]=[CH:6][N:5]=[C:4]2[N:8]([CH:12]([C:14]3[CH:21]=[C:20]([Cl:22])[C:17]([C:18]#[N:19])=[C:16]([CH:23]4[CH2:26][NH:25][CH2:24]4)[C:15]=3[O:27][CH3:28])[CH3:13])[N:9]=[C:10]([CH3:11])[C:3]=12.[CH3:29][C@H:30]1[CH2:32][O:31]1. Product: [NH2:1][C:2]1[N:7]=[CH:6][N:5]=[C:4]2[N:8]([CH:12]([C:14]3[CH:21]=[C:20]([Cl:22])[C:17]([C:18]#[N:19])=[C:16]([CH:23]4[CH2:24][N:25]([CH2:29][C@@H:30]([OH:31])[CH3:32])[CH2:26]4)[C:15]=3[O:27][CH3:28])[CH3:13])[N:9]=[C:10]([CH3:11])[C:3]=12. The catalyst class is: 8.